Dataset: Full USPTO retrosynthesis dataset with 1.9M reactions from patents (1976-2016). Task: Predict the reactants needed to synthesize the given product. (1) Given the product [F:19][C@H:7]1[C@@H:6]([O:5][C:4]2[CH:20]=[CH:21][C:22]([C:24]3[N:29]=[C:28]([NH:30][C:31]4[CH:36]=[CH:35][C:34]([N:37]5[CH2:42][CH2:41][N:40]([CH:43]6[CH2:44][O:45][CH2:46]6)[C@@H:39]([CH3:47])[CH2:38]5)=[CH:33][CH:32]=4)[N:27]=[CH:26][N:25]=3)=[CH:23][C:3]=2[C:1]#[N:2])[CH2:11][CH2:10][NH:9][CH2:8]1, predict the reactants needed to synthesize it. The reactants are: [C:1]([C:3]1[CH:23]=[C:22]([C:24]2[N:29]=[C:28]([NH:30][C:31]3[CH:36]=[CH:35][C:34]([N:37]4[CH2:42][CH2:41][N:40]([CH:43]5[CH2:46][O:45][CH2:44]5)[C@@H:39]([CH3:47])[CH2:38]4)=[CH:33][CH:32]=3)[N:27]=[CH:26][N:25]=2)[CH:21]=[CH:20][C:4]=1[O:5][C@H:6]1[CH2:11][CH2:10][N:9](C(OC(C)(C)C)=O)[CH2:8][C@H:7]1[F:19])#[N:2].FC(F)(F)C(O)=O. (2) Given the product [CH:1]1([C:7]([CH2:10][O:11][CH:12]2[CH2:13][CH2:14][CH2:15][CH2:16][CH2:17][CH2:18][CH2:19][CH2:20][CH2:21][CH2:22][CH2:23]2)([CH2:8][O:9][CH3:31])[CH2:24][O:25][CH3:26])[CH2:2][CH2:3][CH2:4][CH2:5][CH2:6]1, predict the reactants needed to synthesize it. The reactants are: [CH:1]1([C:7]([CH2:24][O:25][CH3:26])([CH2:10][O:11][CH:12]2[CH2:23][CH2:22][CH2:21][CH2:20][CH2:19][CH2:18][CH2:17][CH2:16][CH2:15][CH2:14][CH2:13]2)[CH2:8][OH:9])[CH2:6][CH2:5][CH2:4][CH2:3][CH2:2]1.[H-].[Na+].CI.[CH3:31]CCCCC.C(OCC)(=O)C. (3) Given the product [I:1][C:2]1[CH:3]=[C:4]([CH:5]=[CH:6][CH:7]=1)[O:8][CH2:18][CH2:17][C:15]1[N:16]=[C:11]([CH2:46][NH2:39])[CH:12]=[CH:13][CH:14]=1, predict the reactants needed to synthesize it. The reactants are: [I:1][C:2]1[CH:3]=[C:4]([OH:8])[CH:5]=[CH:6][CH:7]=1.CN[C:11]1[N:16]=[C:15]([CH2:17][CH2:18]O)[CH:14]=[CH:13][CH:12]=1.C1(P(C2C=CC=CC=2)C2C=CC=CC=2)C=CC=CC=1.[N:39]([C:46](OCC)=O)=NC(OCC)=O. (4) Given the product [S:15]1[C:11]2[CH:10]=[C:9]([NH:8][C:19](=[O:18])[CH:20]=[N:25][OH:26])[CH:17]=[CH:16][C:12]=2[N:13]=[CH:14]1, predict the reactants needed to synthesize it. The reactants are: S([O-])([O-])(=O)=O.[Na+].[Na+].[NH2:8][C:9]1[CH:17]=[CH:16][C:12]2[N:13]=[CH:14][S:15][C:11]=2[CH:10]=1.[O:18]=[CH:19][C:20](Cl)(Cl)Cl.Cl.[NH2:25][OH:26]. (5) Given the product [Cl:1][C:2]1[CH:7]=[CH:6][CH:5]=[CH:4][C:3]=1[C:8]1[C:12]([C:13]([N:15]2[CH2:16][CH2:17][NH:18][CH2:19][CH2:20]2)=[O:14])=[C:11]([CH3:28])[O:10][N:9]=1, predict the reactants needed to synthesize it. The reactants are: [Cl:1][C:2]1[CH:7]=[CH:6][CH:5]=[CH:4][C:3]=1[C:8]1[C:12]([C:13]([N:15]2[CH2:20][CH2:19][N:18](C(OC(C)(C)C)=O)[CH2:17][CH2:16]2)=[O:14])=[C:11]([CH3:28])[O:10][N:9]=1.C(O)(C(F)(F)F)=O. (6) The reactants are: [N:1]1[C:6]2[NH:7][CH:8]=[CH:9][C:5]=2[C:4]([N:10]2[CH2:15][CH2:14][CH:13]([NH2:16])[CH2:12][CH2:11]2)=[N:3][CH:2]=1.[N:17]1[CH:22]=[CH:21][CH:20]=[C:19]([C:23](O)=[O:24])[CH:18]=1.CN(C(ON1N=NC2C=CC=NC1=2)=[N+](C)C)C.F[P-](F)(F)(F)(F)F.C1C=NC2N(O)N=NC=2C=1.CCN(C(C)C)C(C)C. Given the product [NH:1]1[C:6]2=[N:7][CH:8]=[CH:9][C:5]2=[C:4]([N:10]2[CH2:11][CH2:12][CH:13]([NH:16][C:23]([C:19]3[CH:18]=[N:17][CH:22]=[CH:21][CH:20]=3)=[O:24])[CH2:14][CH2:15]2)[N:3]=[CH:2]1, predict the reactants needed to synthesize it. (7) Given the product [Cl:1][C:2]1[CH:3]=[CH:4][C:5]([C:8]2([C:12]3[C:21]4[C:16](=[CH:17][CH:18]=[C:19]([O:22][CH2:26][CH2:25][CH2:31][S:28]([OH:30])(=[O:29])=[O:27])[CH:20]=4)[CH2:15][CH2:14][N:13]=3)[CH2:11][CH2:10][CH2:9]2)=[CH:6][CH:7]=1, predict the reactants needed to synthesize it. The reactants are: [Cl:1][C:2]1[CH:7]=[CH:6][C:5]([C:8]2([C:12]3[C:21]4[C:16](=[CH:17][CH:18]=[C:19]([OH:22])[CH:20]=4)[CH2:15][CH2:14][N:13]=3)[CH2:11][CH2:10][CH2:9]2)=[CH:4][CH:3]=1.[H-].[Na+].[CH2:25]1[CH2:31][S:28](=[O:30])(=[O:29])[O:27][CH2:26]1. (8) Given the product [CH3:1][CH:2]([O:12][C:13](=[O:25])[C:14]1[C:15]([O:24][S:26]([C:29]([F:32])([F:31])[F:30])(=[O:28])=[O:27])=[CH:16][C:17]([O:22][CH3:23])=[CH:18][C:19]=1[O:20][CH3:21])[CH2:3][CH2:4][C:5](=[O:11])[CH2:6][CH2:7][CH2:8][CH:9]=[CH2:10], predict the reactants needed to synthesize it. The reactants are: [CH3:1][CH:2]([O:12][C:13](=[O:25])[C:14]1[C:19]([O:20][CH3:21])=[CH:18][C:17]([O:22][CH3:23])=[CH:16][C:15]=1[OH:24])[CH2:3][CH2:4][C:5](=[O:11])[CH2:6][CH2:7][CH2:8][CH:9]=[CH2:10].[S:26](O[S:26]([C:29]([F:32])([F:31])[F:30])(=[O:28])=[O:27])([C:29]([F:32])([F:31])[F:30])(=[O:28])=[O:27]. (9) Given the product [F:1][C:2]1[C:28]([F:29])=[CH:27][CH:26]=[CH:25][C:3]=1[CH2:4][S:5]([C:6]1[N:15]=[C:14]([NH:16][C@@H:17]([CH2:22][OH:23])[CH2:18][CH:19]([CH3:21])[CH3:20])[C:13]2[N:12]=[CH:11][C:10](=[O:24])[NH:9][C:8]=2[N:7]=1)(=[O:31])=[O:45], predict the reactants needed to synthesize it. The reactants are: [F:1][C:2]1[C:28]([F:29])=[CH:27][CH:26]=[CH:25][C:3]=1[CH2:4][S:5][C:6]1[N:15]=[C:14]([NH:16][C@@H:17]([CH2:22][OH:23])[CH2:18][CH:19]([CH3:21])[CH3:20])[C:13]2[N:12]=[CH:11][C:10](=[O:24])[NH:9][C:8]=2[N:7]=1.S([O-])(O[O-])(=O)=[O:31].[K+].[K+].[O-]S([O-])(=S)=O.[Na+].[Na+].[OH2:45].